This data is from Full USPTO retrosynthesis dataset with 1.9M reactions from patents (1976-2016). The task is: Predict the reactants needed to synthesize the given product. (1) Given the product [NH2:1][C:2]1[C:11]2=[CH:12][N:13]([CH:15]3[C:19]4([CH3:20])[CH:18]([O:22][C:48](=[O:49])[O:21]4)[CH:17]([C:23]([C:30]4[CH:31]=[CH:32][CH:33]=[CH:34][CH:35]=4)([C:36]4[CH:37]=[CH:38][CH:39]=[CH:40][CH:41]=4)[O:24][SiH2:25][C:26]([CH3:27])([CH3:28])[CH3:29])[O:16]3)[N:14]=[C:9]3[C:10]2=[C:4]([C:5](=[O:42])[NH:6][N:7]=[CH:8]3)[CH:3]=1, predict the reactants needed to synthesize it. The reactants are: [NH2:1][C:2]1[C:11]2=[CH:12][N:13]([CH:15]3[C:19]([OH:21])([CH3:20])[CH:18]([OH:22])[CH:17]([C:23]([C:36]4[CH:41]=[CH:40][CH:39]=[CH:38][CH:37]=4)([C:30]4[CH:35]=[CH:34][CH:33]=[CH:32][CH:31]=4)[O:24][SiH2:25][C:26]([CH3:29])([CH3:28])[CH3:27])[O:16]3)[N:14]=[C:9]3[C:10]2=[C:4]([C:5](=[O:42])[NH:6][N:7]=[CH:8]3)[CH:3]=1.C1N=CN([C:48](N2C=NC=C2)=[O:49])C=1. (2) The reactants are: [CH2:1]([NH:5][CH2:6][CH2:7][C:8]1[S:12][C:11]([CH3:13])=[N:10][C:9]=1[C:14]1[CH:34]=[CH:33][C:17]([O:18][CH2:19][CH2:20][CH2:21][CH2:22][CH2:23][O:24][C:25]2[CH:32]=[CH:31][C:28]([C:29]#[N:30])=[CH:27][CH:26]=2)=[CH:16][CH:15]=1)[CH:2]([CH3:4])[CH3:3].CN(C)C=O.[C:40](Cl)(=[O:47])[C:41]1[CH:46]=[CH:45][CH:44]=[N:43][CH:42]=1.[H-].[Na+]. Given the product [CH2:1]([N:5]([C:40]([C:41]1[CH:42]=[N:43][CH:44]=[CH:45][CH:46]=1)=[O:47])[CH2:6][CH2:7][C:8]1[S:12][C:11]([CH3:13])=[N:10][C:9]=1[C:14]1[CH:15]=[CH:16][C:17]([O:18][CH2:19][CH2:20][CH2:21][CH2:22][CH2:23][O:24][C:25]2[CH:26]=[CH:27][C:28]([C:29]#[N:30])=[CH:31][CH:32]=2)=[CH:33][CH:34]=1)[CH:2]([CH3:4])[CH3:3], predict the reactants needed to synthesize it. (3) Given the product [Br-:9].[CH2:10]([N+:3]1[CH:4]=[CH:5][N:6]([CH2:13][CH2:14][CH3:15])[C:2]=1[CH3:1])[CH2:11][CH3:12], predict the reactants needed to synthesize it. The reactants are: [CH3:1][C:2]1[NH:3][CH:4]=[CH:5][N:6]=1.[H-].[Na+].[Br:9][CH2:10][CH2:11][CH3:12].[CH3:13][CH:14](O)[CH3:15]. (4) Given the product [N:1]([C@@H:4]([C@H:30]([C:38]1[CH:43]=[C:42]([F:44])[CH:41]=[C:40]([F:45])[CH:39]=1)[C:31]1[CH:36]=[CH:35][C:34]([F:37])=[CH:33][CH:32]=1)[C:5]([NH:7][C:8]1[CH:9]=[N:10][CH:11]=[C:12]([F:29])[C:13]=1[CH2:14][CH2:15][CH:16]1[CH2:17][N@@:19]1[S:20]([C:23]1[CH:24]=[CH:25][CH:26]=[CH:27][CH:28]=1)(=[O:21])=[O:22])=[O:6])=[N+:2]=[N-:3], predict the reactants needed to synthesize it. The reactants are: [N:1]([C@@H:4]([C@H:30]([C:38]1[CH:43]=[C:42]([F:44])[CH:41]=[C:40]([F:45])[CH:39]=1)[C:31]1[CH:36]=[CH:35][C:34]([F:37])=[CH:33][CH:32]=1)[C:5]([NH:7][C:8]1[CH:9]=[N:10][CH:11]=[C:12]([F:29])[C:13]=1[CH2:14][CH2:15][C@H:16]([NH:19][S:20]([C:23]1[CH:28]=[CH:27][CH:26]=[CH:25][CH:24]=1)(=[O:22])=[O:21])[CH2:17]O)=[O:6])=[N+:2]=[N-:3].N(C(OC(C)C)=O)=NC(OC(C)C)=O.C1(P(C2C=CC=CC=2)C2C=CC=CC=2)C=CC=CC=1. (5) Given the product [NH2:18][C:19]1[N:24]=[C:23]([C:25]([NH:15][CH:13]([C:10]2[CH:11]=[N:12][C:7]([O:6][CH2:5][CH2:4][C:3]([F:2])([F:16])[F:17])=[CH:8][CH:9]=2)[CH3:14])=[O:26])[CH:22]=[CH:21][N:20]=1, predict the reactants needed to synthesize it. The reactants are: Cl.[F:2][C:3]([F:17])([F:16])[CH2:4][CH2:5][O:6][C:7]1[N:12]=[CH:11][C:10]([CH:13]([NH2:15])[CH3:14])=[CH:9][CH:8]=1.[NH2:18][C:19]1[N:24]=[C:23]([C:25](O)=[O:26])[CH:22]=[CH:21][N:20]=1. (6) Given the product [C:25]1([S:31]([N:34]2[C:42]3[C:37](=[CH:38][C:39]([CH3:43])=[CH:40][CH:41]=3)[CH:36]=[C:35]2[C:44]([NH2:10])=[S:45])(=[O:33])=[O:32])[CH:30]=[CH:29][CH:28]=[CH:27][CH:26]=1, predict the reactants needed to synthesize it. The reactants are: C1(S([N:10]2C3C(=CC(SC)=CC=3)C=C2)(=O)=O)C=CC=CC=1.C(=O)=O.Cl.[C:25]1([S:31]([N:34]2[C:42]3[C:37](=[CH:38][C:39]([CH3:43])=[CH:40][CH:41]=3)[CH:36]=[C:35]2[C:44](O)=[S:45])(=[O:33])=[O:32])[CH:30]=[CH:29][CH:28]=[CH:27][CH:26]=1.C(Cl)(=O)OCC.N. (7) Given the product [CH3:30][C:31]1[CH:36]=[N:35][C:34]([C:37]2[CH:38]=[C:39]([CH:40]=[CH:41][CH:42]=2)[CH2:43][N:21]2[C:16](=[O:15])[CH:17]=[CH:18][C:19]([C:22]3[CH:23]=[C:24]([CH:27]=[CH:28][CH:29]=3)[C:25]#[N:26])=[N:20]2)=[N:33][CH:32]=1, predict the reactants needed to synthesize it. The reactants are: [N+](C(OC(C)C)=O)(C(OC(C)C)=O)=[N-].[O:15]=[C:16]1[NH:21][N:20]=[C:19]([C:22]2[CH:23]=[C:24]([CH:27]=[CH:28][CH:29]=2)[C:25]#[N:26])[CH:18]=[CH:17]1.[CH3:30][C:31]1[CH:32]=[N:33][C:34]([C:37]2[CH:38]=[C:39]([CH2:43]O)[CH:40]=[CH:41][CH:42]=2)=[N:35][CH:36]=1.C1(P(C2C=CC=CC=2)C2C=CC=CC=2)C=CC=CC=1.